From a dataset of Catalyst prediction with 721,799 reactions and 888 catalyst types from USPTO. Predict which catalyst facilitates the given reaction. (1) Reactant: [C:1]([NH:9][CH:10]([C:16](=[O:26])[CH2:17][O:18][CH2:19][C:20]1[CH:25]=[CH:24][CH:23]=[CH:22][CH:21]=1)[C:11]([O:13][CH2:14][CH3:15])=[O:12])(=O)[C:2]1[CH:7]=[CH:6][CH:5]=[CH:4][CH:3]=1.P(Cl)(Cl)(Cl)=O.C(=O)(O)[O-].[Na+]. Product: [CH2:19]([O:18][CH2:17][C:16]1[O:26][C:1]([C:2]2[CH:3]=[CH:4][CH:5]=[CH:6][CH:7]=2)=[N:9][C:10]=1[C:11]([O:13][CH2:14][CH3:15])=[O:12])[C:20]1[CH:21]=[CH:22][CH:23]=[CH:24][CH:25]=1. The catalyst class is: 22. (2) Reactant: [Br:1][C:2]1[CH:7]=[C:6]([F:8])[C:5]([F:9])=[CH:4][C:3]=1F.[CH3:11][S:12](C)=O. Product: [Br:1][C:2]1[CH:7]=[C:6]([F:8])[C:5]([F:9])=[CH:4][C:3]=1[S:12][CH3:11]. The catalyst class is: 2. (3) Reactant: [OH:1][C:2]1[CH:3]=[CH:4][C:5]([C:8]([O:10][CH3:11])=[O:9])=[N:6][CH:7]=1.O[CH2:13][C@@H:14]([NH:16][C:17](=[O:23])[O:18][C:19]([CH3:22])([CH3:21])[CH3:20])[CH3:15].C1(P(C2C=CC=CC=2)C2C=CC=CC=2)C=CC=CC=1.N(C(OC(C)C)=O)=NC(OC(C)C)=O. Product: [C:19]([O:18][C:17]([NH:16][C@@H:14]([CH3:15])[CH2:13][O:1][C:2]1[CH:3]=[CH:4][C:5]([C:8]([O:10][CH3:11])=[O:9])=[N:6][CH:7]=1)=[O:23])([CH3:22])([CH3:21])[CH3:20]. The catalyst class is: 247. (4) Reactant: [Cl:1][C:2]1[CH:9]=[CH:8][C:5]([CH2:6][OH:7])=[CH:4][C:3]=1[O:10][CH2:11][CH3:12]. Product: [Cl:1][C:2]1[CH:9]=[CH:8][C:5]([CH:6]=[O:7])=[CH:4][C:3]=1[O:10][CH2:11][CH3:12]. The catalyst class is: 704.